Dataset: Forward reaction prediction with 1.9M reactions from USPTO patents (1976-2016). Task: Predict the product of the given reaction. (1) Given the reactants [CH3:13][C:12](OC(OC(O[C:12]([CH3:15])([CH3:14])[CH3:13])=O)=O)([CH3:15])[CH3:14].CN(C1C=[CH:23][CH:22]=[CH:21]N=1)C.[CH2:25]([S:27]([N:30]1[CH2:35][CH2:34][CH:33]([C:36]2[C:44]3[C:39](=[C:40]([C:46]([NH2:48])=[O:47])[CH:41]=[C:42]([OH:45])[CH:43]=3)[NH:38][CH:37]=2)[CH2:32][CH2:31]1)(=[O:29])=[O:28])[CH3:26], predict the reaction product. The product is: [CH2:25]([S:27]([N:30]1[CH2:31][CH2:32][CH:33]([C:36]2[C:44]3[C:39](=[C:40]([C:46]([NH2:48])=[O:47])[CH:41]=[C:42]([O:45][CH2:15][C:12]4[CH:13]=[CH:23][CH:22]=[CH:21][CH:14]=4)[CH:43]=3)[NH:38][CH:37]=2)[CH2:34][CH2:35]1)(=[O:29])=[O:28])[CH3:26]. (2) Given the reactants [OH:1][CH2:2][C:3]1[N:4]=[C:5]([CH3:20])[NH:6][C:7]=1[C:8]1[C:9]([CH3:19])=[CH:10][C:11](C)=[C:12]([CH:17]=1)[C:13]([O:15][CH3:16])=[O:14].CC1C=CC(C(OC)=O)=CC=1B1OC(C)(C)C(C)(C)O1.CC1C=C(C)C(B2OC(C)(C)C(C)(C)O2)=CC=1C(OC)=O, predict the reaction product. The product is: [OH:1][CH2:2][C:3]1[N:4]=[C:5]([CH3:20])[NH:6][C:7]=1[C:8]1[CH:17]=[C:12]([CH:11]=[CH:10][C:9]=1[CH3:19])[C:13]([O:15][CH3:16])=[O:14].